Dataset: NCI-60 drug combinations with 297,098 pairs across 59 cell lines. Task: Regression. Given two drug SMILES strings and cell line genomic features, predict the synergy score measuring deviation from expected non-interaction effect. (1) Drug 1: C1CC(C1)(C(=O)O)C(=O)O.[NH2-].[NH2-].[Pt+2]. Drug 2: CC1=C(C=C(C=C1)NC(=O)C2=CC=C(C=C2)CN3CCN(CC3)C)NC4=NC=CC(=N4)C5=CN=CC=C5. Cell line: OVCAR-4. Synergy scores: CSS=1.38, Synergy_ZIP=-1.35, Synergy_Bliss=-0.962, Synergy_Loewe=-1.30, Synergy_HSA=-0.881. (2) Drug 1: C1=CC=C(C(=C1)C(C2=CC=C(C=C2)Cl)C(Cl)Cl)Cl. Drug 2: C1CN(P(=O)(OC1)NCCCl)CCCl. Cell line: HS 578T. Synergy scores: CSS=-3.10, Synergy_ZIP=4.44, Synergy_Bliss=7.80, Synergy_Loewe=-0.678, Synergy_HSA=-0.201. (3) Synergy scores: CSS=8.97, Synergy_ZIP=-3.42, Synergy_Bliss=-1.71, Synergy_Loewe=-23.0, Synergy_HSA=-2.97. Cell line: NCI-H322M. Drug 2: C1C(C(OC1N2C=NC3=C2NC=NCC3O)CO)O. Drug 1: CC1C(C(=O)NC(C(=O)N2CCCC2C(=O)N(CC(=O)N(C(C(=O)O1)C(C)C)C)C)C(C)C)NC(=O)C3=C4C(=C(C=C3)C)OC5=C(C(=O)C(=C(C5=N4)C(=O)NC6C(OC(=O)C(N(C(=O)CN(C(=O)C7CCCN7C(=O)C(NC6=O)C(C)C)C)C)C(C)C)C)N)C. (4) Drug 1: CC1OCC2C(O1)C(C(C(O2)OC3C4COC(=O)C4C(C5=CC6=C(C=C35)OCO6)C7=CC(=C(C(=C7)OC)O)OC)O)O. Drug 2: CC1=C(C(CCC1)(C)C)C=CC(=CC=CC(=CC(=O)O)C)C. Cell line: SF-295. Synergy scores: CSS=49.7, Synergy_ZIP=-1.02, Synergy_Bliss=-1.23, Synergy_Loewe=-6.65, Synergy_HSA=1.83. (5) Drug 1: CC1OCC2C(O1)C(C(C(O2)OC3C4COC(=O)C4C(C5=CC6=C(C=C35)OCO6)C7=CC(=C(C(=C7)OC)O)OC)O)O. Drug 2: CN(C)N=NC1=C(NC=N1)C(=O)N. Cell line: UACC62. Synergy scores: CSS=39.3, Synergy_ZIP=5.19, Synergy_Bliss=6.52, Synergy_Loewe=-15.4, Synergy_HSA=7.45. (6) Drug 1: CC1=C2C(C(=O)C3(C(CC4C(C3C(C(C2(C)C)(CC1OC(=O)C(C(C5=CC=CC=C5)NC(=O)C6=CC=CC=C6)O)O)OC(=O)C7=CC=CC=C7)(CO4)OC(=O)C)O)C)OC(=O)C. Drug 2: N.N.Cl[Pt+2]Cl. Cell line: RXF 393. Synergy scores: CSS=51.5, Synergy_ZIP=-6.82, Synergy_Bliss=-3.60, Synergy_Loewe=-19.4, Synergy_HSA=-1.04. (7) Drug 1: CCN(CC)CCCC(C)NC1=C2C=C(C=CC2=NC3=C1C=CC(=C3)Cl)OC. Drug 2: CC1C(C(CC(O1)OC2CC(CC3=C2C(=C4C(=C3O)C(=O)C5=CC=CC=C5C4=O)O)(C(=O)C)O)N)O. Cell line: A549. Synergy scores: CSS=54.3, Synergy_ZIP=0.248, Synergy_Bliss=1.51, Synergy_Loewe=-30.9, Synergy_HSA=2.31. (8) Drug 1: CC12CCC(CC1=CCC3C2CCC4(C3CC=C4C5=CN=CC=C5)C)O. Drug 2: C1C(C(OC1N2C=C(C(=O)NC2=O)F)CO)O. Cell line: HCC-2998. Synergy scores: CSS=47.7, Synergy_ZIP=-2.93, Synergy_Bliss=-5.71, Synergy_Loewe=-6.68, Synergy_HSA=-4.78.